The task is: Regression. Given a peptide amino acid sequence and an MHC pseudo amino acid sequence, predict their binding affinity value. This is MHC class I binding data.. This data is from Peptide-MHC class I binding affinity with 185,985 pairs from IEDB/IMGT. (1) The peptide sequence is KLVGKLNWA. The MHC is HLA-A68:02 with pseudo-sequence HLA-A68:02. The binding affinity (normalized) is 0.258. (2) The MHC is HLA-A29:02 with pseudo-sequence HLA-A29:02. The peptide sequence is GTHVLLPFY. The binding affinity (normalized) is 0.309. (3) The peptide sequence is YVARVSSNSR. The MHC is HLA-A11:01 with pseudo-sequence HLA-A11:01. The binding affinity (normalized) is 0.260. (4) The peptide sequence is IQAGVDRFY. The MHC is HLA-B58:01 with pseudo-sequence HLA-B58:01. The binding affinity (normalized) is 0.0847. (5) The peptide sequence is YVGDTSMMV. The MHC is HLA-A68:02 with pseudo-sequence HLA-A68:02. The binding affinity (normalized) is 0.796. (6) The peptide sequence is KAIEKDRLDK. The MHC is HLA-A68:01 with pseudo-sequence HLA-A68:01. The binding affinity (normalized) is 0.218.